This data is from Reaction yield outcomes from USPTO patents with 853,638 reactions. The task is: Predict the reaction yield, written as a fraction of the theoretical maximum amount of product (1.0 means a 100% yield; for example, 0.34 means a 34% yield). (1) The reactants are [CH:1]1([N:7]2[C:12](=[O:13])[C:11]([C:14]([NH:16][CH2:17][C:18]([OH:20])=[O:19])=[O:15])=[C:10]([OH:21])[N:9]([CH:22]3[CH2:27][CH2:26][CH2:25][NH:24][CH2:23]3)[C:8]2=[O:28])[CH2:6][CH2:5][CH2:4][CH2:3][CH2:2]1.[C:29](O)(=[O:31])[CH3:30]. The catalyst is C(OC(=O)C)(=O)C.C(OCC)(=O)C. The product is [C:29]([N:24]1[CH2:25][CH2:26][CH2:27][CH:22]([N:9]2[C:10]([OH:21])=[C:11]([C:14]([NH:16][CH2:17][C:18]([OH:20])=[O:19])=[O:15])[C:12](=[O:13])[N:7]([CH:1]3[CH2:6][CH2:5][CH2:4][CH2:3][CH2:2]3)[C:8]2=[O:28])[CH2:23]1)(=[O:31])[CH3:30]. The yield is 0.310. (2) The reactants are C[O:2][C:3]1[C:8]([N:9]2[CH2:30][CH2:29][C:12]3([C:16](=[O:17])[N:15]([C:18]4[CH:23]=[CH:22][C:21]([O:24][C:25]([F:28])([F:27])[F:26])=[CH:20][CH:19]=4)[CH2:14][CH2:13]3)[CH2:11][CH2:10]2)=[CH:7][CH:6]=[CH:5][N:4]=1.[Na+].[I-].C[Si](Cl)(C)C.Cl.S(=O)(O)[O-].[Na+]. The catalyst is C(#N)C.[Cl-].[Na+].O.CCOC(C)=O. The product is [OH:2][C:3]1[C:8]([N:9]2[CH2:10][CH2:11][C:12]3([C:16](=[O:17])[N:15]([C:18]4[CH:19]=[CH:20][C:21]([O:24][C:25]([F:27])([F:28])[F:26])=[CH:22][CH:23]=4)[CH2:14][CH2:13]3)[CH2:29][CH2:30]2)=[CH:7][CH:6]=[CH:5][N:4]=1. The yield is 0.650. (3) The reactants are [NH2:1][NH2:2].[CH2:3]([NH:10][C:11](=[O:19])[C:12]1[CH:17]=[CH:16][C:15](Cl)=[N:14][CH:13]=1)[C:4]1[CH:9]=[CH:8][CH:7]=[CH:6][CH:5]=1. The catalyst is C(O)C. The product is [CH2:3]([NH:10][C:11](=[O:19])[C:12]1[CH:17]=[CH:16][C:15]([NH:1][NH2:2])=[N:14][CH:13]=1)[C:4]1[CH:9]=[CH:8][CH:7]=[CH:6][CH:5]=1. The yield is 0.610. (4) The reactants are [NH2:1][C:2]1[CH:7]=[CH:6][C:5]([Cl:8])=[CH:4][N:3]=1.C[Si]([N-][Si](C)(C)C)(C)C.[K+].C1(C)C=CC=CC=1.[Cl:26][C:27]1[CH:38]=[C:31]2[C:32](OC(=O)[NH:36][C:30]2=[CH:29][CH:28]=1)=[O:33]. The catalyst is O1CCCC1. The product is [NH2:36][C:30]1[CH:29]=[CH:28][C:27]([Cl:26])=[CH:38][C:31]=1[C:32]([NH:1][C:2]1[CH:7]=[CH:6][C:5]([Cl:8])=[CH:4][N:3]=1)=[O:33]. The yield is 1.00. (5) The reactants are [N:1]([C:4]1[CH:12]=[CH:11][C:7]([C:8]([OH:10])=O)=[CH:6][CH:5]=1)=[N+:2]=[N-:3].[F:13][C:14]([F:18])([F:17])[CH2:15][NH2:16].C1C=CC2N(O)N=NC=2C=1.CCN=C=NCCCN(C)C. The catalyst is C(#N)C.CN(C=O)C.C(N(CC)CC)C. The product is [N:1]([C:4]1[CH:5]=[CH:6][C:7]([C:8]([NH:16][CH2:15][C:14]([F:18])([F:17])[F:13])=[O:10])=[CH:11][CH:12]=1)=[N+:2]=[N-:3]. The yield is 1.00. (6) The reactants are [CH:1]1([CH2:6][C:7]([NH:9][C:10]2[C:15]([C:16]([F:19])([F:18])[F:17])=[CH:14][C:13]([N:20]3[CH2:25][CH2:24][O:23][CH2:22][CH2:21]3)=[CH:12][C:11]=2Br)=[O:8])[CH2:5][CH2:4][CH2:3][CH2:2]1.[N:27]1[CH:32]=[CH:31][CH:30]=[C:29](B(O)O)[CH:28]=1.C(=O)([O-])[O-].[K+].[K+]. The catalyst is CC(C)=O.C([O-])(=O)C.[Pd+2].C([O-])(=O)C. The product is [CH:1]1([CH2:6][C:7]([NH:9][C:10]2[C:15]([C:16]([F:19])([F:18])[F:17])=[CH:14][C:13]([N:20]3[CH2:25][CH2:24][O:23][CH2:22][CH2:21]3)=[CH:12][C:11]=2[C:29]2[CH:28]=[N:27][CH:32]=[CH:31][CH:30]=2)=[O:8])[CH2:5][CH2:4][CH2:3][CH2:2]1. The yield is 0.180.